From a dataset of Reaction yield outcomes from USPTO patents with 853,638 reactions. Predict the reaction yield, written as a fraction of the theoretical maximum amount of product (1.0 means a 100% yield; for example, 0.34 means a 34% yield). The reactants are [F:1][C:2]([F:24])([F:23])[C:3]1[S:4][C:5]2[CH:10]=[C:9]([O:11][NH:12][C:13](=[O:21])OC3C=CC=CC=3)[N:8]=[CH:7][C:6]=2[N:22]=1.[N:25]1[CH:30]=[CH:29][CH:28]=[CH:27][C:26]=1[C:31]([NH2:34])([CH3:33])[CH3:32].C(N(CC)CC)C. The catalyst is O1CCCC1. The product is [N:25]1[CH:30]=[CH:29][CH:28]=[CH:27][C:26]=1[C:31]([NH:34][C:13]([NH:12][O:11][C:9]1[N:8]=[CH:7][C:6]2[N:22]=[C:3]([C:2]([F:1])([F:23])[F:24])[S:4][C:5]=2[CH:10]=1)=[O:21])([CH3:33])[CH3:32]. The yield is 0.680.